Dataset: Reaction yield outcomes from USPTO patents with 853,638 reactions. Task: Predict the reaction yield, written as a fraction of the theoretical maximum amount of product (1.0 means a 100% yield; for example, 0.34 means a 34% yield). (1) The reactants are [Cl:1][C:2]1[CH:7]=[C:6]([O:8][CH3:9])[CH:5]=[C:4](C)[C:3]=1[N+:11]([O-])=O.S(S([O-])=O)([O-])=O.[Na+].[Na+].O.[CH3:23]CO. The catalyst is C1COCC1. The product is [Cl:1][C:2]1[CH:7]=[C:6]([O:8][CH3:9])[C:5]([CH3:23])=[CH:4][C:3]=1[NH2:11]. The yield is 0.350. (2) The reactants are O.[CH3:2][C:3]#[N:4].C([O:8][C:9]1[C:10]([O:16][C:17](=O)[CH3:18])=[C:11](I)C=C[CH:14]=1)(=O)C.CC1(C)N([O])C(C)(C)CCC1.[C:31]([O-:34])([O-:33])=O.[Na+].[Na+].C[C:38](=[O:42])[O:39][CH2:40][CH3:41]. No catalyst specified. The product is [O:8]1[C:9]2[CH:14]=[CH:2][C:3]([N:4]3[CH2:41][C@@H:40]([C:31]([OH:34])=[O:33])[O:39][C:38]3=[O:42])=[CH:11][C:10]=2[O:16][CH2:17][CH2:18]1. The yield is 0.810. (3) The reactants are Br[C:2]1[CH:7]=[CH:6][C:5]([C:8]2[CH:13]=[CH:12][C:11]([C:14]3[CH:23]=[CH:22][C:21]4[C:16](=[CH:17][CH:18]=[CH:19][CH:20]=4)[CH:15]=3)=[CH:10][CH:9]=2)=[CH:4][CH:3]=1.CCCCCC.C([Li])CCC.[B:35](OC(C)C)([O:40]C(C)C)[O:36]C(C)C.Cl. The catalyst is O.C1(C)C=CC=CC=1.C1COCC1. The product is [CH:15]1[C:16]2[C:21](=[CH:20][CH:19]=[CH:18][CH:17]=2)[CH:22]=[CH:23][C:14]=1[C:11]1[CH:10]=[CH:9][C:8]([C:5]2[CH:6]=[CH:7][C:2]([B:35]([OH:40])[OH:36])=[CH:3][CH:4]=2)=[CH:13][CH:12]=1. The yield is 0.670. (4) The reactants are [CH:1]1([C:4]2[C:5]([N:24]([C:29]3[CH:34]=[CH:33][C:32]([B:35]4[O:39]C(C)(C)C(C)(C)[O:36]4)=[CH:31][CH:30]=3)[S:25]([CH3:28])(=[O:27])=[O:26])=[CH:6][C:7]3[O:11][C:10]([C:12]4[CH:17]=[CH:16][C:15]([F:18])=[CH:14][CH:13]=4)=[C:9]([C:19]([NH:21][CH3:22])=[O:20])[C:8]=3[CH:23]=2)[CH2:3][CH2:2]1.C1(B(O)O)C=CC=CC=1.Cl. The catalyst is O1CCCC1. The product is [CH:1]1([C:4]2[C:5]([N:24]([C:29]3[CH:30]=[CH:31][C:32]([B:35]([OH:36])[OH:39])=[CH:33][CH:34]=3)[S:25]([CH3:28])(=[O:27])=[O:26])=[CH:6][C:7]3[O:11][C:10]([C:12]4[CH:13]=[CH:14][C:15]([F:18])=[CH:16][CH:17]=4)=[C:9]([C:19](=[O:20])[NH:21][CH3:22])[C:8]=3[CH:23]=2)[CH2:3][CH2:2]1. The yield is 0.340.